Task: Regression. Given two drug SMILES strings and cell line genomic features, predict the synergy score measuring deviation from expected non-interaction effect.. Dataset: Merck oncology drug combination screen with 23,052 pairs across 39 cell lines (1) Drug 1: CN1C(=O)C=CC2(C)C3CCC4(C)C(NC(=O)OCC(F)(F)F)CCC4C3CCC12. Drug 2: O=c1[nH]cc(F)c(=O)[nH]1. Cell line: PA1. Synergy scores: synergy=7.48. (2) Drug 1: NC(=O)c1cccc2cn(-c3ccc(C4CCCNC4)cc3)nc12. Drug 2: CCc1cnn2c(NCc3ccc[n+]([O-])c3)cc(N3CCCCC3CCO)nc12. Cell line: SW620. Synergy scores: synergy=-6.14. (3) Drug 1: CCC1(O)CC2CN(CCc3c([nH]c4ccccc34)C(C(=O)OC)(c3cc4c(cc3OC)N(C)C3C(O)(C(=O)OC)C(OC(C)=O)C5(CC)C=CCN6CCC43C65)C2)C1. Drug 2: C#Cc1cccc(Nc2ncnc3cc(OCCOC)c(OCCOC)cc23)c1. Cell line: CAOV3. Synergy scores: synergy=23.2. (4) Cell line: UWB1289BRCA1. Drug 2: Cn1c(=O)n(-c2ccc(C(C)(C)C#N)cc2)c2c3cc(-c4cnc5ccccc5c4)ccc3ncc21. Drug 1: CCN(CC)CCNC(=O)c1c(C)[nH]c(C=C2C(=O)Nc3ccc(F)cc32)c1C. Synergy scores: synergy=23.7. (5) Drug 1: Cn1nnc2c(C(N)=O)ncn2c1=O. Drug 2: C=CCn1c(=O)c2cnc(Nc3ccc(N4CCN(C)CC4)cc3)nc2n1-c1cccc(C(C)(C)O)n1. Cell line: A375. Synergy scores: synergy=14.7.